Dataset: Reaction yield outcomes from USPTO patents with 853,638 reactions. Task: Predict the reaction yield, written as a fraction of the theoretical maximum amount of product (1.0 means a 100% yield; for example, 0.34 means a 34% yield). The reactants are C[O:2][C:3]([C:5]1[N:6]([CH3:24])[N:7]=[C:8]([O:10][CH2:11][C:12]2[C:13]([C:18]3[CH:23]=[CH:22][CH:21]=[CH:20][CH:19]=3)=[N:14][O:15][C:16]=2[CH3:17])[CH:9]=1)=O.[NH3:25]. The catalyst is CO. The product is [CH3:24][N:6]1[C:5]([C:3]([NH2:25])=[O:2])=[CH:9][C:8]([O:10][CH2:11][C:12]2[C:13]([C:18]3[CH:23]=[CH:22][CH:21]=[CH:20][CH:19]=3)=[N:14][O:15][C:16]=2[CH3:17])=[N:7]1. The yield is 0.200.